Dataset: Catalyst prediction with 721,799 reactions and 888 catalyst types from USPTO. Task: Predict which catalyst facilitates the given reaction. (1) Reactant: [CH:1]([NH:4][C:5]1[CH:12]=[CH:11][CH:10]=[C:9]([N+:13]([O-])=O)[C:6]=1[C:7]#[N:8])([CH3:3])[CH3:2].Cl. Product: [NH2:13][C:9]1[CH:10]=[CH:11][CH:12]=[C:5]([NH:4][CH:1]([CH3:3])[CH3:2])[C:6]=1[C:7]#[N:8]. The catalyst class is: 415. (2) Reactant: C[O:2][C:3]1[CH:4]=[C:5]2[C:9](=[CH:10][CH:11]=1)[N:8]([CH3:12])[CH:7]=[C:6]2[C:13]1[NH:21][C:16]2=[N:17][CH:18]=[CH:19][N:20]=[C:15]2[CH:14]=1.Br.C(=O)(O)[O-].[Na+]. Product: [CH3:12][N:8]1[C:9]2[C:5](=[CH:4][C:3]([OH:2])=[CH:11][CH:10]=2)[C:6]([C:13]2[NH:21][C:16]3=[N:17][CH:18]=[CH:19][N:20]=[C:15]3[CH:14]=2)=[CH:7]1. The catalyst class is: 15.